This data is from NCI-60 drug combinations with 297,098 pairs across 59 cell lines. The task is: Regression. Given two drug SMILES strings and cell line genomic features, predict the synergy score measuring deviation from expected non-interaction effect. (1) Drug 2: B(C(CC(C)C)NC(=O)C(CC1=CC=CC=C1)NC(=O)C2=NC=CN=C2)(O)O. Drug 1: CS(=O)(=O)OCCCCOS(=O)(=O)C. Cell line: SN12C. Synergy scores: CSS=19.3, Synergy_ZIP=-1.61, Synergy_Bliss=-1.25, Synergy_Loewe=-40.7, Synergy_HSA=-1.05. (2) Drug 1: CCCS(=O)(=O)NC1=C(C(=C(C=C1)F)C(=O)C2=CNC3=C2C=C(C=N3)C4=CC=C(C=C4)Cl)F. Drug 2: C1C(C(OC1N2C=C(C(=O)NC2=O)F)CO)O. Cell line: PC-3. Synergy scores: CSS=52.5, Synergy_ZIP=15.5, Synergy_Bliss=14.6, Synergy_Loewe=-20.7, Synergy_HSA=13.6.